From a dataset of HIV replication inhibition screening data with 41,000+ compounds from the AIDS Antiviral Screen. Binary Classification. Given a drug SMILES string, predict its activity (active/inactive) in a high-throughput screening assay against a specified biological target. (1) The drug is N#Cc1nc(C2CC2)oc1N. The result is 0 (inactive). (2) The drug is Cc1ccc(C2SC(=N)Nc3c2c(C)nn3C(=O)c2ccc(Cl)cc2)cc1. The result is 0 (inactive). (3) The compound is CC(=O)ON(C)C1CC(=O)OC1CO[Si](C)(C)C(C)(C)C. The result is 0 (inactive). (4) The drug is O=C(Nc1nc(C23CC4CC(CC(C4)C2)C3)cs1)c1cc2cc(Br)cc(Br)c2oc1=O. The result is 0 (inactive). (5) The molecule is Cc1ccc(S(=O)(=O)NCCSSCCNS(=O)(=O)c2ccc(C)cc2)cc1. The result is 0 (inactive).